This data is from Peptide-MHC class I binding affinity with 185,985 pairs from IEDB/IMGT. The task is: Regression. Given a peptide amino acid sequence and an MHC pseudo amino acid sequence, predict their binding affinity value. This is MHC class I binding data. The peptide sequence is ALVITINYF. The MHC is HLA-B15:03 with pseudo-sequence HLA-B15:03. The binding affinity (normalized) is 0.399.